From a dataset of Reaction yield outcomes from USPTO patents with 853,638 reactions. Predict the reaction yield, written as a fraction of the theoretical maximum amount of product (1.0 means a 100% yield; for example, 0.34 means a 34% yield). (1) The reactants are [CH3:1][O:2][C:3]1[CH:4]=[C:5]([CH:9]=[CH:10][N:11]=1)[C:6]([OH:8])=O.CN1CCOCC1.C(OC(Cl)=O)C(C)C.[NH2:27][C:28]1[S:29][C:30]([C:34]([NH:36][CH2:37][C:38]2[CH:43]=[CH:42][CH:41]=[CH:40][CH:39]=2)=[O:35])=[C:31]([CH3:33])[N:32]=1. The catalyst is O1CCCC1. The product is [CH2:37]([NH:36][C:34]([C:30]1[S:29][C:28]([NH:27][C:6](=[O:8])[C:5]2[CH:9]=[CH:10][N:11]=[C:3]([O:2][CH3:1])[CH:4]=2)=[N:32][C:31]=1[CH3:33])=[O:35])[C:38]1[CH:43]=[CH:42][CH:41]=[CH:40][CH:39]=1. The yield is 0.830. (2) The reactants are [NH2:1][C:2]1[C:7]([NH2:8])=[C:6]([C:9]2[S:10][CH:11]=[CH:12][CH:13]=2)[CH:5]=[CH:4][N:3]=1.[NH4+].[OH-].[CH:16](O)=O. No catalyst specified. The product is [S:10]1[CH:11]=[CH:12][CH:13]=[C:9]1[C:6]1[CH:5]=[CH:4][N:3]=[C:2]2[NH:1][CH:16]=[N:8][C:7]=12. The yield is 0.960. (3) The reactants are [OH:1][C:2]1[CH:7]=[CH:6][C:5]([CH:8]([CH3:12])[C:9]([OH:11])=[O:10])=[CH:4][CH:3]=1.[CH2:13](Br)[C:14]1[CH:19]=[CH:18][CH:17]=[CH:16][CH:15]=1.[OH-].[Na+]. The catalyst is C(O)C. The product is [CH2:13]([O:1][C:2]1[CH:3]=[CH:4][C:5]([CH:8]([CH3:12])[C:9]([OH:11])=[O:10])=[CH:6][CH:7]=1)[C:14]1[CH:19]=[CH:18][CH:17]=[CH:16][CH:15]=1. The yield is 0.600. (4) The reactants are [NH2:1][C:2]1[N:17]=[CH:16][C:15]([Br:18])=[CH:14][C:3]=1[C:4]([NH:6][C:7]1[CH:12]=[CH:11][CH:10]=[CH:9][C:8]=1[F:13])=[O:5].[CH2:19](OC(OCC)OCC)C. No catalyst specified. The product is [Br:18][C:15]1[CH:16]=[N:17][C:2]2[N:1]=[CH:19][N:6]([C:7]3[CH:12]=[CH:11][CH:10]=[CH:9][C:8]=3[F:13])[C:4](=[O:5])[C:3]=2[CH:14]=1. The yield is 0.970.